This data is from Full USPTO retrosynthesis dataset with 1.9M reactions from patents (1976-2016). The task is: Predict the reactants needed to synthesize the given product. (1) Given the product [C:1]([O:5][C:6]([N:8]1[CH2:12][CH2:11][C:10]2([CH2:17][CH2:16][CH2:15][N:14]([C:18](=[O:20])[CH3:19])[CH2:13]2)[CH2:9]1)=[O:7])([CH3:4])([CH3:2])[CH3:3], predict the reactants needed to synthesize it. The reactants are: [C:1]([O:5][C:6]([N:8]1[CH2:12][CH2:11][C:10]2([CH2:17][CH2:16][CH2:15][NH:14][CH2:13]2)[CH2:9]1)=[O:7])([CH3:4])([CH3:3])[CH3:2].[C:18](OC(=O)C)(=[O:20])[CH3:19].C(N(CC)CC)C. (2) The reactants are: [OH:1][C:2]1[C:9]([C:10]([F:13])([F:12])[F:11])=[CH:8][C:5]([CH:6]=[O:7])=[CH:4][C:3]=1[O:14][CH3:15].[OH:16]OS([O-])=O.[K+]. Given the product [OH:1][C:2]1[C:9]([C:10]([F:12])([F:13])[F:11])=[CH:8][C:5]([C:6]([OH:16])=[O:7])=[CH:4][C:3]=1[O:14][CH3:15], predict the reactants needed to synthesize it. (3) Given the product [Cl:37][C:34]([Cl:35])([Cl:36])[C:33]([N:30]1[CH2:31][CH2:32][N:27]([C:18]2[CH:19]=[C:20]([S:23]([N:8]3[C:9]4[C:5](=[CH:4][CH:3]=[C:2]([Cl:1])[CH:10]=4)[C:6]([CH2:11][CH3:12])=[CH:7]3)(=[O:24])=[O:25])[CH:21]=[CH:22][C:17]=2[O:16][CH3:15])[CH2:28][CH2:29]1)=[O:38], predict the reactants needed to synthesize it. The reactants are: [Cl:1][C:2]1[CH:10]=[C:9]2[C:5]([C:6]([CH2:11][CH3:12])=[CH:7][NH:8]2)=[CH:4][CH:3]=1.[H-].[Na+].[CH3:15][O:16][C:17]1[CH:22]=[CH:21][C:20]([S:23](Cl)(=[O:25])=[O:24])=[CH:19][C:18]=1[N:27]1[CH2:32][CH2:31][N:30]([C:33](=[O:38])[C:34]([Cl:37])([Cl:36])[Cl:35])[CH2:29][CH2:28]1. (4) Given the product [Cl:1][C:2]1[CH:10]=[C:9]2[C:5]([C:6]([C:11](=[O:16])[C:12]([F:13])([F:14])[F:15])=[CH:7][N:8]2[CH2:20][C:21]([NH:23][CH3:24])=[O:22])=[CH:4][CH:3]=1, predict the reactants needed to synthesize it. The reactants are: [Cl:1][C:2]1[CH:10]=[C:9]2[C:5]([C:6]([C:11](=[O:16])[C:12]([F:15])([F:14])[F:13])=[CH:7][NH:8]2)=[CH:4][CH:3]=1.[H-].[Na+].Cl[CH2:20][C:21]([NH:23][CH3:24])=[O:22]. (5) Given the product [CH:34]1([C:38]2[O:42][C:41]([NH:43][C:44]3[CH:49]=[N:48][C:47]([C:50]4[CH:55]=[CH:54][C:53]([C:56]56[CH2:63][CH2:62][C:59]([CH:64]=[CH:2][O:3][CH3:4])([CH2:60][CH2:61]5)[CH2:58][O:57]6)=[CH:52][CH:51]=4)=[CH:46][CH:45]=3)=[N:40][N:39]=2)[CH2:35][CH2:36][CH2:37]1, predict the reactants needed to synthesize it. The reactants are: [Cl-].[CH3:2][O:3][CH3:4].C1(P(C2C=CC=CC=2)C2C=CC=CC=2)C=CC=CC=1.[Li+].C[Si]([N-][Si](C)(C)C)(C)C.[CH:34]1([C:38]2[O:42][C:41]([NH:43][C:44]3[CH:45]=[CH:46][C:47]([C:50]4[CH:55]=[CH:54][C:53]([C:56]56[CH2:63][CH2:62][C:59]([CH:64]=O)([CH2:60][CH2:61]5)[CH2:58][O:57]6)=[CH:52][CH:51]=4)=[N:48][CH:49]=3)=[N:40][N:39]=2)[CH2:37][CH2:36][CH2:35]1. (6) The reactants are: Cl[C:2]([O:4][C:5]1[CH:10]=[CH:9][CH:8]=[CH:7][CH:6]=1)=[O:3].[NH2:11][C:12]1[CH:17]=[N:16][C:15]([C:18]2[CH:23]=[CH:22][CH:21]=[CH:20][CH:19]=2)=[CH:14][N:13]=1. Given the product [C:18]1([C:15]2[N:16]=[CH:17][C:12]([NH:11][C:2](=[O:3])[O:4][C:5]3[CH:10]=[CH:9][CH:8]=[CH:7][CH:6]=3)=[N:13][CH:14]=2)[CH:19]=[CH:20][CH:21]=[CH:22][CH:23]=1, predict the reactants needed to synthesize it. (7) Given the product [CH3:29][N:30]1[CH2:35][CH2:34][C:33]2[N:8]([CH2:13][CH2:14][N:15]3[CH2:20][CH2:19][CH2:18][CH2:17][CH2:16]3)[C:5]3[CH:4]=[CH:3][C:2]([CH3:10])=[CH:7][C:6]=3[C:32]=2[CH2:31]1, predict the reactants needed to synthesize it. The reactants are: Cl.[C:2]1([CH3:10])[CH:7]=[CH:6][C:5]([NH:8]N)=[CH:4][CH:3]=1.Cl.Cl[CH2:13][CH2:14][N:15]1[CH2:20][CH2:19][CH2:18][CH2:17][CH2:16]1.C(N(CC)CC)C.Cl.[CH3:29][N:30]1[CH2:35][CH2:34][C:33](=O)[CH2:32][CH2:31]1. (8) Given the product [NH2:21][C:22]([C:24]1[CH:33]=[C:32]([O:34][CH3:35])[C:31]2[C:26](=[CH:27][CH:28]=[CH:29][CH:30]=2)[N:25]=1)=[O:23], predict the reactants needed to synthesize it. The reactants are: C(OC(N1CCN(C(C([NH:21][C:22]([C:24]2[CH:33]=[C:32]([O:34][CH3:35])[C:31]3[C:26](=[CH:27][CH:28]=[CH:29][CH:30]=3)[N:25]=2)=[O:23])CC2N=CNC=2)=O)CC1)=O)C.C(=O)([O-])[O-].[K+].[K+].[Na+].[I-]. (9) The reactants are: Br[C:2]1[C:3]([F:9])=[CH:4][C:5]([NH2:8])=[N:6][CH:7]=1.[CH3:10][C:11]1([CH3:27])[C:15]([CH3:17])([CH3:16])[O:14][B:13]([B:13]2[O:14][C:15]([CH3:17])([CH3:16])[C:11]([CH3:27])([CH3:10])[O:12]2)[O:12]1.C([O-])(=O)C.[K+]. Given the product [F:9][C:3]1[C:2]([B:13]2[O:14][C:15]([CH3:17])([CH3:16])[C:11]([CH3:27])([CH3:10])[O:12]2)=[CH:7][N:6]=[C:5]([NH2:8])[CH:4]=1, predict the reactants needed to synthesize it.